This data is from Experimentally validated miRNA-target interactions with 360,000+ pairs, plus equal number of negative samples. The task is: Binary Classification. Given a miRNA mature sequence and a target amino acid sequence, predict their likelihood of interaction. (1) The miRNA is hsa-miR-34c-3p with sequence AAUCACUAACCACACGGCCAGG. The protein sequence of the target gene is MKKHSARVAPLSACNSPVLTLTKVEGEERPREPPGPAEAQAPAGTEAGGRTSRHNWTCSQERLKKVFWGVAVVFCVCASWAGSTQLARLTFKTFDAPFTLTWFATNWNFLFFPLYYAGHVCKSTEKQSMKQRYRECCRFFGDNGLTLKVFFTKAAPFGVLWTLTNYLYLHAIKKINATDVSVLFCCNKSFVFLLSWIVLRDRFMGVRIVAAILAIAGIVMMTYADGFHSHSVIGIALVVGSASMSALYKVLFKLLLGSAKFGEAALFLSILGVFNILFITCIPVILYFTRVEYWNSFDDI.... Result: 0 (no interaction). (2) The miRNA is hsa-miR-6789-3p with sequence CGGCGCCCGUGUCUCCUCCAG. The protein sequence of the target gene is MPFIDDALLWCPDNDGRLVGGLDLGTCIADDSTANGTENLNPSIQSAGNPNNPQQSVGGEILGSVESAGNELNGAAARNVNVVVEPLCGGDSSDELFRSFSESNFEIESLLSDLATVEVKVENEENNNNVITDDDFASVAAAVVANDDLLAKENAQLSAQGLVDSVAASLADSGDAGGQQALLAFGSSSSAASAIAAAAAALCGDLINNNNNNSNSNNNSNGNGNHGGGGGGASSGGGVAGDCATKLEYALMGGQPLAEEPRFVTSAAANPLLVEKLMSKCLNIEKRMDKLSDTEIPIVK.... Result: 0 (no interaction). (3) The miRNA is hsa-miR-145-5p with sequence GUCCAGUUUUCCCAGGAAUCCCU. The protein sequence of the target gene is MACGATLKRPMEFEAALLSPGSPKRRRCAPLPGPTPGLRPPDAEPPPLQMQTPPASLQQPAPPGSERRLPTPEQIFQNIKQEYNRYQRWRHLEVVLSQSEACTSETQPSSSALTAPGSPGAFWMKKDQPTFTLRQVGIICERLLKDYEDKVREEYEQILSTKLAEQYESFVKFTHDQIMRRYGTRPTSYVS. Result: 0 (no interaction). (4) The miRNA is mmu-miR-467g with sequence UAUACAUACACACACAUAUAU. The protein sequence of the target gene is MTLNNCASMKLEVHFQCKQDDDSEEEEQCTISSHWAFEQESKCGSLMGSSALLAPPSPSLLGTSSCESVLTELSAASLPAISASLSPESADQPLLGLVPSPSNQPFLSPPQGQEGSQDKVKKHYSRSFLKHLESLRRKEKGDSRQTEPEQCLATSEKATKASSFRTCRGFLSAGFHRAKNRVTTSARVRDGETQKAWEAWPVATFRHPQPIRRRDYLVHVPGDHKPGTFPRSLSIESLCPDEGRHLADWQSSRCWGYEGRRGSCGSTGSHASTYDNLPELYPAEPIQAEAEAEAEEGEGS.... Result: 1 (interaction). (5) The miRNA is hsa-miR-93-5p with sequence CAAAGUGCUGUUCGUGCAGGUAG. The protein sequence of the target gene is MEGSLAGSLAAPDRPQGPERLPGPAPRENIEGGAEAAEGEGGIFRSTRYLPVTKEGPRDILDGRGGISGTPDGRGPWEHPLVQEAGEGILSERRFEDSVIVRTMKPHAELEGSRRFLHHRGEPRLLEKHAQGRPRFDWLQDEDEQGSPQDAGLHLDLPAQPPPLAPFRRVFVPVEDTPKTLDMAVVGGREDLEDLEGLAQPSEWGLPTSASEVATQTWTVNSEASVERLQPLLPPIRTGPYLCELLEEVAEGVASPDEDEDEEPAVFPCIECSIYFKQKEHLLEHMSQHRRAPGQEPPAD.... Result: 1 (interaction). (6) The miRNA is hsa-miR-98-5p with sequence UGAGGUAGUAAGUUGUAUUGUU. The protein sequence of the target gene is MGWDLGTRLFQRQEQRSRLSRIWLEKTRVFLEGSTRTPALPHCLFWLLQVPSTQDPLFPGYGPQCPVDLAGPPCLRPLFGGLGGYWRALQRGREGRTMTSRASELSPGRSVTAGIIIVGDEILKGHTQDTNTFFLCRTLRSLGVQVCRVSVVPDEVATIAAEVTSFSNRFTHVLTAGGIGPTHDDVTFEAVAQAFGDELKPHPKLEAATKALGGEGWEKLSLVPSSARLHYGTDPCTGQPFRFPLVSVRNVYLFPGIPELLRRVLEGMKGLFQNPAVQFHSKELYVAADEASIAPILAEA.... Result: 1 (interaction).